Dataset: Forward reaction prediction with 1.9M reactions from USPTO patents (1976-2016). Task: Predict the product of the given reaction. (1) Given the reactants [CH3:1][Mg+].[Br-].[Cl:4][C:5]1[C:13]2[CH:12]=[C:11]([C:14](N(OC)C)=[O:15])[S:10][C:9]=2[CH:8]=[CH:7][CH:6]=1, predict the reaction product. The product is: [Cl:4][C:5]1[C:13]2[CH:12]=[C:11]([C:14](=[O:15])[CH3:1])[S:10][C:9]=2[CH:8]=[CH:7][CH:6]=1. (2) Given the reactants [OH:1][NH2:2].C([O:5][C:6](=O)[CH2:7][CH2:8][CH2:9][CH2:10][CH2:11][CH2:12][N:13]([C:20]1[CH:25]=[CH:24][C:23]([C:26]2[CH:31]=[CH:30][C:29]([F:32])=[CH:28][CH:27]=2)=[CH:22][N:21]=1)[C:14]1[CH:19]=[CH:18][CH:17]=[CH:16][N:15]=1)C, predict the reaction product. The product is: [F:32][C:29]1[CH:28]=[CH:27][C:26]([C:23]2[CH:24]=[CH:25][C:20]([N:13]([C:14]3[CH:19]=[CH:18][CH:17]=[CH:16][N:15]=3)[CH2:12][CH2:11][CH2:10][CH2:9][CH2:8][CH2:7][C:6]([NH:2][OH:1])=[O:5])=[N:21][CH:22]=2)=[CH:31][CH:30]=1.